This data is from Forward reaction prediction with 1.9M reactions from USPTO patents (1976-2016). The task is: Predict the product of the given reaction. (1) Given the reactants C=CCCCCCCCCCCCCCCCC.[CH2:19]([N:21]([CH2:25][CH3:26])[C:22](=[S:24])[S-:23])[CH3:20].[Zn+2:27].[CH2:28]([N:30]([CH2:34][CH3:35])[C:31](=[S:33])[S-:32])[CH3:29].C([P:44](CCCCCCCC)CCCCCCCC)CCCCCCC, predict the reaction product. The product is: [PH3:44].[CH2:19]([N:21]([CH2:25][CH3:26])[C:22](=[S:23])[S-:24])[CH3:20].[Zn+2:27].[CH2:28]([N:30]([CH2:34][CH3:35])[C:31](=[S:32])[S-:33])[CH3:29]. (2) Given the reactants [CH3:1][C:2]1([CH3:23])[CH:7]2[CH2:8][CH:3]1[CH2:4][CH2:5][CH:6]2[CH2:9][CH2:10][O:11][C:12]1[CH:17]=[CH:16][C:15]([C:18]#[C:19][CH2:20][CH2:21][OH:22])=[CH:14][CH:13]=1.CC1(C)C2CC1CCC2NS(C1C=CC(C#CCCO)=CC=1)(=O)=O, predict the reaction product. The product is: [CH3:1][C:2]1([CH3:23])[CH:7]2[CH2:8][CH:3]1[CH2:4][CH2:5][CH:6]2[CH2:9][CH2:10][O:11][C:12]1[CH:17]=[CH:16][C:15]([CH2:18][CH2:19][CH2:20][CH2:21][OH:22])=[CH:14][CH:13]=1.